This data is from Forward reaction prediction with 1.9M reactions from USPTO patents (1976-2016). The task is: Predict the product of the given reaction. (1) Given the reactants C([O:5][P:6]([O:9][CH2:10][C@@H:11]([N:16]1[C:25]2[C:20](=[CH:21][C:22]([C:26]3[CH:27]=[N:28][C:29]([NH:41][C:42]([NH:44][CH2:45][CH3:46])=[O:43])=[CH:30][C:31]=3[C:32]3[S:33][CH:34]=[C:35]([C:37]([F:40])([F:39])[F:38])[N:36]=3)=[CH:23][CH:24]=2)[C:19](=[O:47])[C:18]([C:48]([OH:50])=[O:49])=[CH:17]1)[C:12]([CH3:15])([CH3:14])[CH3:13])([OH:8])=[O:7])(C)(C)C.Cl.O1CCOCC1, predict the reaction product. The product is: [CH3:14][C:12]([CH3:13])([CH3:15])[C@H:11]([N:16]1[C:25]2[C:20](=[CH:21][C:22]([C:26]3[CH:27]=[N:28][C:29]([NH:41][C:42]([NH:44][CH2:45][CH3:46])=[O:43])=[CH:30][C:31]=3[C:32]3[S:33][CH:34]=[C:35]([C:37]([F:39])([F:38])[F:40])[N:36]=3)=[CH:23][CH:24]=2)[C:19](=[O:47])[C:18]([C:48]([OH:50])=[O:49])=[CH:17]1)[CH2:10][O:9][P:6]([OH:7])([OH:8])=[O:5]. (2) Given the reactants [NH2:1][C:2]1[S:3][CH:4]=[CH:5][C:6]=1[C:7]([O:9][CH3:10])=[O:8].[OH-].[K+].ClC(OC(Cl)(Cl)Cl)=[O:15], predict the reaction product. The product is: [NH:1]1[C:2]2[S:3][CH:4]=[CH:5][C:6]=2[C:7](=[O:8])[O:9][C:10]1=[O:15]. (3) Given the reactants [Br:1][C:2]1[CH:7]=[CH:6][C:5]([CH:8](O)[C:9]2[CH:14]=[CH:13][CH:12]=[C:11]([O:15][Si:16]([C:19]([CH3:22])([CH3:21])[CH3:20])([CH3:18])[CH3:17])[CH:10]=2)=[CH:4][CH:3]=1.S(Cl)([Cl:26])=O, predict the reaction product. The product is: [Br:1][C:2]1[CH:7]=[CH:6][C:5]([CH:8]([Cl:26])[C:9]2[CH:14]=[CH:13][CH:12]=[C:11]([O:15][Si:16]([C:19]([CH3:22])([CH3:21])[CH3:20])([CH3:18])[CH3:17])[CH:10]=2)=[CH:4][CH:3]=1. (4) Given the reactants [Cl:1][C:2]1[CH:9]=[C:8]([NH:10][C@H:11]2[CH2:15][CH2:14][N:13]([CH2:16][C:17]3[S:18][CH:19]=[CH:20][CH:21]=3)[CH2:12]2)[CH:7]=[CH:6][C:3]=1[C:4]#[N:5].Br[CH2:23][C:24]1[CH:29]=[CH:28][CH:27]=[CH:26][C:25]=1[C:30]([F:33])([F:32])[F:31], predict the reaction product. The product is: [Cl:1][C:2]1[CH:9]=[C:8]([N:10]([C@H:11]2[CH2:15][CH2:14][N:13]([CH2:16][C:17]3[S:18][CH:19]=[CH:20][CH:21]=3)[CH2:12]2)[CH2:23][C:24]2[CH:29]=[CH:28][CH:27]=[CH:26][C:25]=2[C:30]([F:31])([F:32])[F:33])[CH:7]=[CH:6][C:3]=1[C:4]#[N:5]. (5) Given the reactants [CH2:1]([S:3][C:4]1[CH:9]=[CH:8][CH:7]=[CH:6][C:5]=1B(O)O)[CH3:2].Br[C:14]1[CH:19]=[CH:18][N:17]2[CH:20]=[C:21]([C:23]([F:26])([F:25])[F:24])[N:22]=[C:16]2[CH:15]=1.P([O-])([O-])([O-])=O.[K+].[K+].[K+].O1CCOCC1, predict the reaction product. The product is: [CH2:1]([S:3][C:4]1[CH:9]=[CH:8][CH:7]=[CH:6][C:5]=1[C:14]1[CH:19]=[CH:18][N:17]2[CH:20]=[C:21]([C:23]([F:25])([F:26])[F:24])[N:22]=[C:16]2[CH:15]=1)[CH3:2].